From a dataset of Catalyst prediction with 721,799 reactions and 888 catalyst types from USPTO. Predict which catalyst facilitates the given reaction. Reactant: [NH2:1][C:2]1[CH:11]=[C:10]([C:12]([O:14][CH3:15])=[O:13])[CH:9]=[CH:8][C:3]=1[C:4]([O:6]C)=O.C(N(CC)CC)C.[Cl:23][C:24]1[CH:29]=[CH:28][C:27]([N:30]=[C:31]=[O:32])=[CH:26][CH:25]=1. Product: [Cl:23][C:24]1[CH:29]=[CH:28][C:27]([N:30]2[C:4](=[O:6])[C:3]3[C:2](=[CH:11][C:10]([C:12]([O:14][CH3:15])=[O:13])=[CH:9][CH:8]=3)[NH:1][C:31]2=[O:32])=[CH:26][CH:25]=1. The catalyst class is: 12.